This data is from Full USPTO retrosynthesis dataset with 1.9M reactions from patents (1976-2016). The task is: Predict the reactants needed to synthesize the given product. (1) Given the product [C:11]1([C:14]2[CH:19]=[CH:18][CH:17]=[CH:16][CH:15]=2)[CH:12]=[CH:13][C:8]([O:7][C:6]2[CH:20]=[CH:21][C:3]([OH:2])=[CH:4][CH:5]=2)=[CH:9][CH:10]=1, predict the reactants needed to synthesize it. The reactants are: C[O:2][C:3]1[CH:21]=[CH:20][C:6]([O:7][C:8]2[CH:13]=[CH:12][C:11]([C:14]3[CH:19]=[CH:18][CH:17]=[CH:16][CH:15]=3)=[CH:10][CH:9]=2)=[CH:5][CH:4]=1.O. (2) Given the product [CH2:25]([N:17]([CH:14]1[CH2:13][CH2:12][CH:11]([C:5]2[C:4]3[C:8](=[CH:9][CH:10]=[C:2]([NH:1][C:33]([C:29]4[S:28][CH:32]=[CH:31][CH:30]=4)=[NH:34])[CH:3]=3)[NH:7][CH:6]=2)[CH2:16][CH2:15]1)[C:18](=[O:24])[O:19][C:20]([CH3:21])([CH3:22])[CH3:23])[CH3:26], predict the reactants needed to synthesize it. The reactants are: [NH2:1][C:2]1[CH:3]=[C:4]2[C:8](=[CH:9][CH:10]=1)[NH:7][CH:6]=[C:5]2[CH:11]1[CH2:16][CH2:15][CH:14]([N:17]([CH2:25][CH3:26])[C:18](=[O:24])[O:19][C:20]([CH3:23])([CH3:22])[CH3:21])[CH2:13][CH2:12]1.I.[S:28]1[CH:32]=[CH:31][CH:30]=[C:29]1[C:33](SC)=[NH:34]. (3) Given the product [NH2:30][C:28]1[CH:27]=[CH:26][N:25]=[C:6]([N:8]2[CH2:9][CH2:10][C:11]([CH3:14])([OH:15])[CH2:12][CH2:13]2)[N:29]=1, predict the reactants needed to synthesize it. The reactants are: C(O[C:6]([N:8]1[CH2:13][CH2:12][C:11]([OH:15])([CH3:14])[CH2:10][CH2:9]1)=O)(C)(C)C.FC(F)(F)C(O)=O.ClC1[N:29]=[C:28]([NH2:30])[CH:27]=[CH:26][N:25]=1.C(N(CC)CC)C. (4) Given the product [C:1]([O:5][C:6](=[O:17])[NH:7][C@H:8]([C:10]1[CH:15]=[CH:14][CH:13]=[C:12]([O:16][C:19]2[CH:20]=[N:21][CH:22]=[CH:23][CH:24]=2)[CH:11]=1)[CH3:9])([CH3:2])([CH3:3])[CH3:4], predict the reactants needed to synthesize it. The reactants are: [C:1]([O:5][C:6](=[O:17])[NH:7][C@H:8]([C:10]1[CH:15]=[CH:14][CH:13]=[C:12]([OH:16])[CH:11]=1)[CH3:9])([CH3:4])([CH3:3])[CH3:2].Br[C:19]1[CH:20]=[N:21][CH:22]=[CH:23][CH:24]=1.C(=O)([O-])[O-].[K+].[K+]. (5) Given the product [Cl:14][C:11]1[S:10][C:9]([NH:8][C:5]2[CH:4]=[CH:3][C:2]([F:1])=[CH:7][CH:6]=2)=[N:13][CH:12]=1, predict the reactants needed to synthesize it. The reactants are: [F:1][C:2]1[CH:7]=[CH:6][C:5]([NH:8][C:9]2[S:10][CH:11]=[CH:12][N:13]=2)=[CH:4][CH:3]=1.[Cl:14]N1C(=O)CCC1=O. (6) Given the product [Cl:2][C:3]1[CH:4]=[CH:5][C:6]([S:11]([CH2:14][CH3:15])(=[O:13])=[O:12])=[C:7]([CH2:8][NH:9][C:22]([C:20]2[N:21]=[C:17]([CH3:16])[O:18][C:19]=2[C:25]([F:28])([F:26])[F:27])=[O:23])[CH:10]=1, predict the reactants needed to synthesize it. The reactants are: Cl.[Cl:2][C:3]1[CH:4]=[CH:5][C:6]([S:11]([CH2:14][CH3:15])(=[O:13])=[O:12])=[C:7]([CH:10]=1)[CH2:8][NH2:9].[CH3:16][C:17]1[O:18][C:19]([C:25]([F:28])([F:27])[F:26])=[C:20]([C:22](O)=[O:23])[N:21]=1. (7) Given the product [CH3:11][C:12]1[CH:13]=[C:14]([CH:17]=[CH:18][CH:19]=1)[CH2:15][O:16][C:2]1[CH:7]=[CH:6][N:5]=[CH:4][C:3]=1[N+:8]([O-:10])=[O:9], predict the reactants needed to synthesize it. The reactants are: Cl[C:2]1[CH:7]=[CH:6][N:5]=[CH:4][C:3]=1[N+:8]([O-:10])=[O:9].[CH3:11][C:12]1[CH:13]=[C:14]([CH:17]=[CH:18][CH:19]=1)[CH2:15][OH:16]. (8) Given the product [C:27]([O:16][C@@H:15]1[CH2:14][C@@H:13]([CH2:17][O:18][Si:19]([C:22]([CH3:25])([CH3:24])[CH3:23])([CH3:20])[CH3:21])[O:12][C@H:11]1[N:6]1[CH:5]=[N:4][C:3]2[C:7]1=[N:8][CH:9]=[N:10][C:2]=2[NH2:1])(=[O:28])[CH3:26], predict the reactants needed to synthesize it. The reactants are: [NH2:1][C:2]1[N:10]=[CH:9][N:8]=[C:7]2[C:3]=1[N:4]=[CH:5][N:6]2[C@H:11]1[C@H:15]([OH:16])[CH2:14][C@@H:13]([CH2:17][O:18][Si:19]([C:22]([CH3:25])([CH3:24])[CH3:23])([CH3:21])[CH3:20])[O:12]1.[CH3:26][C:27](OC(C)=O)=[O:28].